Regression. Given two drug SMILES strings and cell line genomic features, predict the synergy score measuring deviation from expected non-interaction effect. From a dataset of NCI-60 drug combinations with 297,098 pairs across 59 cell lines. (1) Drug 1: C1=CC(=CC=C1C#N)C(C2=CC=C(C=C2)C#N)N3C=NC=N3. Drug 2: CC=C1C(=O)NC(C(=O)OC2CC(=O)NC(C(=O)NC(CSSCCC=C2)C(=O)N1)C(C)C)C(C)C. Cell line: OVCAR3. Synergy scores: CSS=38.9, Synergy_ZIP=2.50, Synergy_Bliss=-0.376, Synergy_Loewe=-37.8, Synergy_HSA=-4.19. (2) Drug 1: CC1CCCC2(C(O2)CC(NC(=O)CC(C(C(=O)C(C1O)C)(C)C)O)C(=CC3=CSC(=N3)C)C)C. Drug 2: CC1C(C(CC(O1)OC2CC(CC3=C2C(=C4C(=C3O)C(=O)C5=C(C4=O)C(=CC=C5)OC)O)(C(=O)CO)O)N)O.Cl. Cell line: SW-620. Synergy scores: CSS=38.5, Synergy_ZIP=-1.08, Synergy_Bliss=-1.75, Synergy_Loewe=0.502, Synergy_HSA=0.805. (3) Drug 1: CCC1(CC2CC(C3=C(CCN(C2)C1)C4=CC=CC=C4N3)(C5=C(C=C6C(=C5)C78CCN9C7C(C=CC9)(C(C(C8N6C=O)(C(=O)OC)O)OC(=O)C)CC)OC)C(=O)OC)O.OS(=O)(=O)O. Drug 2: C1CC(=O)NC(=O)C1N2C(=O)C3=CC=CC=C3C2=O. Cell line: HS 578T. Synergy scores: CSS=10.9, Synergy_ZIP=-3.21, Synergy_Bliss=-0.174, Synergy_Loewe=-38.6, Synergy_HSA=-3.19.